Dataset: Reaction yield outcomes from USPTO patents with 853,638 reactions. Task: Predict the reaction yield, written as a fraction of the theoretical maximum amount of product (1.0 means a 100% yield; for example, 0.34 means a 34% yield). (1) The reactants are [O:1]=[CH:2][C@H:3]([C@@H:5]([C@@H:7]([CH2:9][OH:10])[OH:8])[OH:6])[OH:4].[O-]S([O-])(=O)=O.[Na+].[Na+].[CH2:18](O)[CH:19]=[CH2:20].OS(O)(=O)=O. No catalyst specified. The product is [CH2:20]([C:2]([C@H:3]([C@@H:5]([C@@H:7]([CH2:9][OH:10])[OH:8])[OH:6])[OH:4])=[O:1])[CH:19]=[CH2:18]. The yield is 0.600. (2) The reactants are C[CH:2]1[CH2:10][C:9]2[C:4](=[CH:5][CH:6]=[CH:7][CH:8]=2)[C:3]1=[N:11]O.[CH3:13]O. The catalyst is [Pd]. The product is [CH3:13][CH:10]1[C:9]2[C:4](=[CH:5][CH:6]=[CH:7][CH:8]=2)[CH:3]([NH2:11])[CH2:2]1. The yield is 0.960.